Dataset: Forward reaction prediction with 1.9M reactions from USPTO patents (1976-2016). Task: Predict the product of the given reaction. (1) Given the reactants COC1C=CC(P2(SP(C3C=CC(OC)=CC=3)(=S)S2)=[S:10])=CC=1.C([CH:26]([N:31]1[C:35]([CH2:36][CH3:37])=[C:34]([O:38][C:39]2[CH:44]=[CH:43][C:42]([C:45]#[N:46])=[CH:41][CH:40]=2)[C:33]([CH2:47][CH3:48])=[N:32]1)[C:27]([NH:29][NH2:30])=O)(=O)C.O1[CH2:53][CH2:52]CC1, predict the reaction product. The product is: [CH2:47]([C:33]1[C:34]([O:38][C:39]2[CH:44]=[CH:43][C:42]([C:45]#[N:46])=[CH:41][CH:40]=2)=[C:35]([CH2:36][CH3:37])[N:31]([CH2:26][C:27]2[S:10][C:52]([CH3:53])=[N:30][N:29]=2)[N:32]=1)[CH3:48]. (2) Given the reactants Cl.[CH3:2][O:3][C:4](=[O:10])[C@@H:5]([CH:7]([CH3:9])[CH3:8])[NH2:6].[Cl:11][C:12]1[S:13][C:14]2[CH:20]=[C:19]([S:21](Cl)(=[O:23])=[O:22])[CH:18]=[CH:17][C:15]=2[N:16]=1.C(N(CC)CC)C, predict the reaction product. The product is: [CH3:2][O:3][C:4](=[O:10])[C@H:5]([NH:6][S:21]([C:19]1[CH:18]=[CH:17][C:15]2[N:16]=[C:12]([Cl:11])[S:13][C:14]=2[CH:20]=1)(=[O:22])=[O:23])[CH:7]([CH3:9])[CH3:8]. (3) Given the reactants C([Li])CCC.CCCCCC.Br[C:13]1[CH:18]=[CH:17][CH:16]=[C:15]([F:19])[C:14]=1[F:20].[C:21]([O:40][CH2:41][C@@H:42]1[C@@H:49]2[C:45](=[N:46][O:47][CH2:48]2)[CH2:44][O:43]1)([C:34]1[CH:39]=[CH:38][CH:37]=[CH:36][CH:35]=1)([C:28]1[CH:33]=[CH:32][CH:31]=[CH:30][CH:29]=1)[C:22]1[CH:27]=[CH:26][CH:25]=[CH:24][CH:23]=1.[NH4+].[Cl-], predict the reaction product. The product is: [F:20][C:14]1[C:15]([F:19])=[CH:16][CH:17]=[CH:18][C:13]=1[C@:45]12[CH2:44][O:43][C@H:42]([CH2:41][O:40][C:21]([C:22]3[CH:27]=[CH:26][CH:25]=[CH:24][CH:23]=3)([C:28]3[CH:29]=[CH:30][CH:31]=[CH:32][CH:33]=3)[C:34]3[CH:39]=[CH:38][CH:37]=[CH:36][CH:35]=3)[C@H:49]1[CH2:48][O:47][NH:46]2. (4) Given the reactants [N+:1]([C:4]1[C:13]2[C:8](=CC=CC=2)[CH:7]=[CH:6][C:5]=1[NH:1][C:4]1[CH:13]=[CH:8][C:7](N)=[CH:6][CH:5]=1)([O-])=O.[C:22]1(NCC(O)=O)C=CC=CC=1.Cl.FC1C=C(C=CC=1)C[CH2:39][C:40]1[N:41]([C:45]2[CH:50]=[CH:49][C:48]([N:51]3[C:57](=[O:58])[CH2:56][C:55](=[O:59])[NH:54][C:53]4[C:60]5[CH2:61][CH2:62][CH2:63][C:64]=5[CH:65]=[CH:66][C:52]3=4)=[CH:47][CH:46]=2)[CH:42]=[CH:43][N:44]=1.C(N(C1C=CC=CC=1OC)C1N(C2C=CC([N+]([O-])=O)=CC=2)C=CN=1)C1C=CC=CC=1, predict the reaction product. The product is: [C:4]1([NH:1][CH2:39][C:40]2[N:41]([C:45]3[CH:46]=[CH:47][C:48]([N:51]4[C:57](=[O:58])[CH2:56][C:55](=[O:59])[NH:54][C:53]5[C:60]6[C:64]([CH:65]=[CH:66][C:52]4=5)=[CH:63][CH:22]=[CH:62][CH:61]=6)=[CH:49][CH:50]=3)[CH:42]=[CH:43][N:44]=2)[CH:13]=[CH:8][CH:7]=[CH:6][CH:5]=1. (5) Given the reactants [NH2:1][CH2:2][CH2:3][CH2:4][N:5]1[C:13]2[C:8](=[CH:9][CH:10]=[CH:11][CH:12]=2)[C:7]2([CH2:17][O:16][C:15]3[CH:18]=[C:19]4[C:23](=[CH:24][C:14]2=3)[CH2:22][CH2:21][O:20]4)[C:6]1=[O:25].C(N(CC)CC)C.[F:33][C:34]([F:46])([F:45])[O:35][C:36]1[CH:44]=[CH:43][CH:42]=[CH:41][C:37]=1[C:38](Cl)=[O:39], predict the reaction product. The product is: [O:25]=[C:6]1[C:7]2([CH2:17][O:16][C:15]3[CH:18]=[C:19]4[C:23](=[CH:24][C:14]2=3)[CH2:22][CH2:21][O:20]4)[C:8]2[C:13](=[CH:12][CH:11]=[CH:10][CH:9]=2)[N:5]1[CH2:4][CH2:3][CH2:2][NH:1][C:38](=[O:39])[C:37]1[CH:41]=[CH:42][CH:43]=[CH:44][C:36]=1[O:35][C:34]([F:33])([F:45])[F:46]. (6) Given the reactants [CH2:1]([C:3]1[C:8](=[O:9])[N:7]2[N:10]=[CH:11][C:12]([C:13]([NH:15][NH:16][C:17](=[O:21])[C:18]([O-:20])=[O:19])=O)=[C:6]2[NH:5][C:4]=1[CH3:22])[CH3:2].CN(C=O)C.[CH3:28][C:29]1C=CC(S(Cl)(=O)=O)=CC=1.C(N(CC)CC)C, predict the reaction product. The product is: [CH2:1]([C:3]1[C:8](=[O:9])[N:7]2[N:10]=[CH:11][C:12]([C:13]3[O:21][C:17]([C:18]([O:20][CH2:28][CH3:29])=[O:19])=[N:16][N:15]=3)=[C:6]2[NH:5][C:4]=1[CH3:22])[CH3:2]. (7) The product is: [CH3:15][O:16][C:17](=[O:33])[CH:18]([C@@H:23]1[C:31]2[C:26](=[CH:27][CH:28]=[CH:29][CH:30]=2)[CH2:25][C@H:24]1[NH:32][C:10]([C:6]1[NH:5][C:4]2[C:3]([Cl:13])=[C:2]([Cl:1])[S:9][C:8]=2[CH:7]=1)=[O:12])[CH2:19][CH:20]1[CH2:21][CH2:22]1. Given the reactants [Cl:1][C:2]1[S:9][C:8]2[CH:7]=[C:6]([C:10]([OH:12])=O)[NH:5][C:4]=2[C:3]=1[Cl:13].Cl.[CH3:15][O:16][C:17](=[O:33])[CH:18]([C@@H:23]1[C:31]2[C:26](=[CH:27][CH:28]=[CH:29][CH:30]=2)[CH2:25][C@H:24]1[NH2:32])[CH2:19][CH:20]1[CH2:22][CH2:21]1.C(N(CC)CC)C.C1C=CC2N(O)N=NC=2C=1.CCN=C=NCCCN(C)C, predict the reaction product. (8) Given the reactants [Cl:1][C:2]1[S:6][C:5]([C:7]([NH:9][C@H:10]2[C@@H:14]([NH:15][C:16](=[O:30])[C:17]3[CH:22]=[CH:21][C:20]([N:23]4[CH:28]=[CH:27][CH:26]=[CH:25][C:24]4=[O:29])=[CH:19][CH:18]=3)[CH2:13][NH:12][CH2:11]2)=[O:8])=[CH:4][CH:3]=1.CCN(CC)CC.[C:38](OC(=O)C)(=[O:40])[CH3:39], predict the reaction product. The product is: [C:38]([N:12]1[CH2:13][C@H:14]([NH:15][C:16](=[O:30])[C:17]2[CH:18]=[CH:19][C:20]([N:23]3[CH:28]=[CH:27][CH:26]=[CH:25][C:24]3=[O:29])=[CH:21][CH:22]=2)[C@H:10]([NH:9][C:7]([C:5]2[S:6][C:2]([Cl:1])=[CH:3][CH:4]=2)=[O:8])[CH2:11]1)(=[O:40])[CH3:39]. (9) Given the reactants Cl[C:2]1[CH:7]=[C:6]([O:8][CH2:9][C:10]#[C:11][CH3:12])[N:5]=[CH:4][N:3]=1.C(=O)([O-])[O-].[K+].[K+].[Cl:19][C:20]1[CH:25]=[C:24]([F:26])[CH:23]=[C:22]([F:27])[C:21]=1[OH:28].[Cl-].[NH4+], predict the reaction product. The product is: [CH2:9]([O:8][C:6]1[CH:7]=[C:2]([O:28][C:21]2[C:22]([F:27])=[CH:23][C:24]([F:26])=[CH:25][C:20]=2[Cl:19])[N:3]=[CH:4][N:5]=1)[C:10]#[C:11][CH3:12].